Dataset: Reaction yield outcomes from USPTO patents with 853,638 reactions. Task: Predict the reaction yield, written as a fraction of the theoretical maximum amount of product (1.0 means a 100% yield; for example, 0.34 means a 34% yield). (1) The reactants are [NH:1]1[C:5]2=[N:6][CH:7]=[CH:8][CH:9]=[C:4]2[CH2:3][CH2:2]1.[Br:10]N1C(=O)CCC1=O.C(=O)(O)[O-].[Na+]. The catalyst is CN(C)C=O. The product is [Br:10][C:8]1[CH:9]=[C:4]2[CH2:3][CH2:2][NH:1][C:5]2=[N:6][CH:7]=1. The yield is 0.360. (2) The catalyst is O.CO.[O-][W]([O-])(=O)=O.[Na+].[Na+]. The product is [CH2:1]([O:3][C:4]1[CH:5]=[C:6]2[C:11](=[C:12]3[CH2:16][C:15]([CH3:18])([CH3:17])[O:14][C:13]=13)[C:10]([C:19]1[CH:24]=[CH:23][CH:22]=[CH:21][CH:20]=1)=[N+:9]([O-:27])[C:8]([CH3:25])([CH3:26])[CH2:7]2)[CH3:2]. The yield is 0.780. The reactants are [CH2:1]([O:3][C:4]1[CH:5]=[C:6]2[C:11](=[C:12]3[CH2:16][C:15]([CH3:18])([CH3:17])[O:14][C:13]=13)[CH:10]([C:19]1[CH:24]=[CH:23][CH:22]=[CH:21][CH:20]=1)[NH:9][C:8]([CH3:26])([CH3:25])[CH2:7]2)[CH3:2].[OH:27]O. (3) The reactants are [F:1][C:2]1[CH:17]=[CH:16][C:5]2[N:6]([CH2:11][C@H:12]([CH3:15])[CH2:13]I)[C:7](=[O:10])[CH2:8][O:9][C:4]=2[CH:3]=1.[CH2:18]([CH:22]1[CH2:27][CH2:26][NH:25][CH2:24][CH2:23]1)[CH2:19][CH2:20][CH3:21]. The product is [CH2:18]([CH:22]1[CH2:27][CH2:26][N:25]([CH2:13][C@@H:12]([CH3:15])[CH2:11][N:6]2[C:5]3[CH:16]=[CH:17][C:2]([F:1])=[CH:3][C:4]=3[O:9][CH2:8][C:7]2=[O:10])[CH2:24][CH2:23]1)[CH2:19][CH2:20][CH3:21]. The yield is 0.630. The catalyst is CC#N. (4) The reactants are [F:1][C:2]1[CH:3]=[CH:4][C:5]([NH:8][NH2:9])=[N:6][CH:7]=1.[C:10](O)(=[O:14])[CH:11]([CH3:13])[CH3:12].C1C=C2N=NN(O)C2=CC=1.O.C(Cl)CCl.C([O-])(O)=O.[Na+]. The catalyst is C(Cl)Cl.CCOCC. The product is [F:1][C:2]1[CH:3]=[CH:4][C:5]([NH:8][NH:9][C:10](=[O:14])[CH:11]([CH3:13])[CH3:12])=[N:6][CH:7]=1. The yield is 0.460. (5) The reactants are [CH3:1][C:2]1[NH:3][C:4]2[C:9]([CH:10]=1)=[C:8]([S:11]([CH3:14])(=[O:13])=[O:12])[CH:7]=[CH:6][CH:5]=2.[CH2:15]([NH:22][C:23]1[C:32]2[CH2:31][CH2:30][CH2:29][CH2:28][C:27]=2[N:26]=[C:25](Cl)[N:24]=1)[C:16]1[CH:21]=[CH:20][CH:19]=[CH:18][CH:17]=1.CC(C1C=C(C(C)C)C(C2C=CC=CC=2P(C2CCCCC2)C2CCCCC2)=C(C(C)C)C=1)C.C([O-])([O-])=O.[Cs+].[Cs+]. The catalyst is O1CCOCC1.C1C=CC(/C=C/C(/C=C/C2C=CC=CC=2)=O)=CC=1.C1C=CC(/C=C/C(/C=C/C2C=CC=CC=2)=O)=CC=1.C1C=CC(/C=C/C(/C=C/C2C=CC=CC=2)=O)=CC=1.[Pd].[Pd]. The product is [CH2:15]([NH:22][C:23]1[C:32]2[CH2:31][CH2:30][CH2:29][CH2:28][C:27]=2[N:26]=[C:25]([N:3]2[C:4]3[C:9](=[C:8]([S:11]([CH3:14])(=[O:13])=[O:12])[CH:7]=[CH:6][CH:5]=3)[CH:10]=[C:2]2[CH3:1])[N:24]=1)[C:16]1[CH:17]=[CH:18][CH:19]=[CH:20][CH:21]=1. The yield is 0.550. (6) The reactants are Br[C:2]1[CH:3]=[C:4]2[C:8](=[N:9][CH:10]=1)[NH:7][C:6](=[O:11])[CH2:5]2.[CH3:12][CH2:13][O:14][C:15]([CH3:17])=O. The catalyst is O.[Cl-].C([N+](CC)(CC)CC)C.C(#N)C.[F-].[K+]. The product is [O:14]1[CH:15]=[CH:17][CH:12]=[C:13]1[C:2]1[CH:3]=[C:4]2[C:8](=[N:9][CH:10]=1)[NH:7][C:6](=[O:11])[CH2:5]2. The yield is 0.360. (7) The reactants are [Cl:1][C:2]1[CH:7]=[C:6]2[NH:8][C:9](=[O:32])[C:10]3([CH:15]([C:16]4[CH:21]=[CH:20][CH:19]=[C:18]([Cl:22])[CH:17]=4)[CH2:14][C:13](=O)[NH:12][CH:11]3[C:24]3[CH:29]=[CH:28][C:27]([F:30])=[C:26]([F:31])[CH:25]=3)[C:5]2=[CH:4][CH:3]=1.COC1C=CC(P2(=S)SP(=S)(C3C=CC(OC)=CC=3)[S:42]2)=CC=1. The catalyst is C1(C)C=CC=CC=1. The product is [Cl:1][C:2]1[CH:7]=[C:6]2[NH:8][C:9](=[O:32])[C:10]3([CH:15]([C:16]4[CH:21]=[CH:20][CH:19]=[C:18]([Cl:22])[CH:17]=4)[CH2:14][C:13](=[S:42])[NH:12][CH:11]3[C:24]3[CH:29]=[CH:28][C:27]([F:30])=[C:26]([F:31])[CH:25]=3)[C:5]2=[CH:4][CH:3]=1. The yield is 0.940. (8) The reactants are Cl[C:2]1[CH:3]=[C:4]([NH:11][C:12]2[CH:17]=[CH:16][C:15]([N:18]3[CH2:23][CH2:22][N:21]([CH3:24])[CH2:20][CH2:19]3)=[CH:14][N:13]=2)[C:5]2[N:6]([CH:8]=[CH:9][N:10]=2)[CH:7]=1.C([O:28][CH2:29][C:30]1[C:35](B2OC(C)(C)C(C)(C)O2)=[CH:34][C:33]([F:45])=[CH:32][C:31]=1[N:46]1[CH2:58][CH2:57][N:49]2[C:50]3[CH2:51][CH2:52][CH2:53][CH2:54][C:55]=3[CH:56]=[C:48]2[C:47]1=[O:59])(=O)C.C([O-])([O-])=O.[Cs+].[Cs+].O. The catalyst is CC#N.C1C=CC(/C=C/C(/C=C/C2C=CC=CC=2)=O)=CC=1.C1C=CC(/C=C/C(/C=C/C2C=CC=CC=2)=O)=CC=1.C1C=CC(/C=C/C(/C=C/C2C=CC=CC=2)=O)=CC=1.[Pd].[Pd]. The product is [F:45][C:33]1[CH:34]=[C:35]([C:2]2[CH:3]=[C:4]([NH:11][C:12]3[CH:17]=[CH:16][C:15]([N:18]4[CH2:23][CH2:22][N:21]([CH3:24])[CH2:20][CH2:19]4)=[CH:14][N:13]=3)[C:5]3[N:6]([CH:8]=[CH:9][N:10]=3)[CH:7]=2)[C:30]([CH2:29][OH:28])=[C:31]([N:46]2[CH2:58][CH2:57][N:49]3[C:50]4[CH2:51][CH2:52][CH2:53][CH2:54][C:55]=4[CH:56]=[C:48]3[C:47]2=[O:59])[CH:32]=1. The yield is 0.280. (9) The reactants are [NH2:1][CH2:2][CH:3]([C:5]1[CH:10]=[CH:9][C:8]([Br:11])=[CH:7][CH:6]=1)[OH:4].[OH-].[Na+].[Cl:14][CH2:15][C:16](Cl)=[O:17]. The catalyst is C(Cl)Cl.O. The product is [Br:11][C:8]1[CH:9]=[CH:10][C:5]([CH:3]([OH:4])[CH2:2][NH:1][C:16](=[O:17])[CH2:15][Cl:14])=[CH:6][CH:7]=1. The yield is 0.760.